This data is from Full USPTO retrosynthesis dataset with 1.9M reactions from patents (1976-2016). The task is: Predict the reactants needed to synthesize the given product. (1) Given the product [F:17][C:14]1[CH:15]=[CH:16][C:11]([C:9]2[N:1]=[C:2]3[N:6]([CH:8]=2)[CH:5]=[CH:4][S:3]3)=[CH:12][C:13]=1[O:18][CH3:19], predict the reactants needed to synthesize it. The reactants are: [NH2:1][C:2]1[S:3][CH:4]=[CH:5][N:6]=1.Br[CH2:8][C:9]([C:11]1[CH:16]=[CH:15][C:14]([F:17])=[C:13]([O:18][CH3:19])[CH:12]=1)=O.[OH-].[NH4+]. (2) Given the product [CH3:27][S:28]([O:17][CH2:16][CH2:15][C:12]1[CH:13]=[CH:14][C:9]([O:8][Si:1]([C:4]([CH3:7])([CH3:6])[CH3:5])([CH3:3])[CH3:2])=[CH:10][CH:11]=1)(=[O:30])=[O:29], predict the reactants needed to synthesize it. The reactants are: [Si:1]([O:8][C:9]1[CH:14]=[CH:13][C:12]([CH2:15][CH2:16][OH:17])=[CH:11][CH:10]=1)([C:4]([CH3:7])([CH3:6])[CH3:5])([CH3:3])[CH3:2].C(N(C(C)C)CC)(C)C.[CH3:27][S:28](Cl)(=[O:30])=[O:29].C([O-])(O)=O.[Na+]. (3) The reactants are: O.O.[Sn](Cl)Cl.[Br:6][C:7]1[C:15]2[C:10](=[CH:11][CH:12]=[C:13]([N+:16]([O-])=O)[CH:14]=2)[NH:9][N:8]=1.S([O-])(O)=O.[Na+]. Given the product [Br:6][C:7]1[C:15]2[C:10](=[CH:11][CH:12]=[C:13]([NH2:16])[CH:14]=2)[NH:9][N:8]=1, predict the reactants needed to synthesize it. (4) Given the product [NH2:8][C@@H:16]1[CH2:22][CH2:21][C@@H:20]([C:23]2[CH:28]=[CH:27][CH:26]=[C:25]([F:29])[C:24]=2[F:30])[CH2:19][N:18]([CH2:31][C:32]([OH:35])([CH3:33])[CH3:34])[C:17]1=[O:36].[C:39]([OH:41])([C:38]([F:43])([F:42])[F:37])=[O:40], predict the reactants needed to synthesize it. The reactants are: C(OC([N:8]([C@@H:16]1[CH2:22][CH2:21][C@@H:20]([C:23]2[CH:28]=[CH:27][CH:26]=[C:25]([F:29])[C:24]=2[F:30])[CH2:19][N:18]([CH2:31][C:32]([OH:35])([CH3:34])[CH3:33])[C:17]1=[O:36])C(OC(C)(C)C)=O)=O)(C)(C)C.[F:37][C:38]([F:43])([F:42])[C:39]([OH:41])=[O:40]. (5) Given the product [CH3:1][N:2]1[C:10]2[C:5](=[N:6][CH:7]=[CH:8][CH:9]=2)[C:4]([C:11]([N:13]2[CH2:18][CH2:17][N:16]([C:19]3[N:20]=[CH:21][C:22]([C:25]([NH:42][CH2:41][CH2:40][C:39]4[S:38][CH:37]=[N:36][C:35]=4[CH3:34])=[O:27])=[N:23][CH:24]=3)[CH2:15][CH2:14]2)=[O:12])=[C:3]1[C:28]1[CH:29]=[CH:30][CH:31]=[CH:32][CH:33]=1, predict the reactants needed to synthesize it. The reactants are: [CH3:1][N:2]1[C:10]2[C:5](=[N:6][CH:7]=[CH:8][CH:9]=2)[C:4]([C:11]([N:13]2[CH2:18][CH2:17][N:16]([C:19]3[N:20]=[CH:21][C:22]([C:25]([OH:27])=O)=[N:23][CH:24]=3)[CH2:15][CH2:14]2)=[O:12])=[C:3]1[C:28]1[CH:33]=[CH:32][CH:31]=[CH:30][CH:29]=1.[CH3:34][C:35]1[N:36]=[CH:37][S:38][C:39]=1[CH2:40][CH2:41][NH2:42].Cl.ON1C2C=CC=CC=2N=N1.